This data is from Catalyst prediction with 721,799 reactions and 888 catalyst types from USPTO. The task is: Predict which catalyst facilitates the given reaction. (1) Reactant: [N:1]1[CH:6]=[CH:5][C:4]([CH:7]=O)=[CH:3][CH:2]=1.[CH2:9]([NH2:11])[CH3:10].[BH4-].[Na+].O. Product: [N:1]1[CH:6]=[CH:5][C:4]([CH2:7][NH:11][CH2:9][CH3:10])=[CH:3][CH:2]=1. The catalyst class is: 8. (2) Product: [NH2:33][C:28]1[N:29]=[C:30]([NH:32][C:17]([NH:18][S:11]([C:4]2[S:5][C:6]([CH2:7][CH2:8][O:9][CH3:10])=[C:2]([Cl:1])[CH:3]=2)(=[O:13])=[O:12])=[O:15])[CH:31]=[C:26]([Br:25])[CH:27]=1. The catalyst class is: 10. Reactant: [Cl:1][C:2]1[CH:3]=[C:4]([S:11](Cl)(=[O:13])=[O:12])[S:5][C:6]=1[CH2:7][CH2:8][O:9][CH3:10].[O:15]([C:17]#[N:18])[Na].N1C=CC=CC=1.[Br:25][C:26]1[CH:31]=[C:30]([NH2:32])[N:29]=[C:28]([NH2:33])[CH:27]=1. (3) Reactant: [CH3:1][O:2][C:3]1[CH:12]=[CH:11][C:10]([CH2:13][NH:14][S:15]([CH3:18])(=[O:17])=[O:16])=[CH:9][C:4]=1[C:5]([O:7]C)=[O:6].[Li+].[OH-].CCOC(C)=O.Cl. Product: [CH3:1][O:2][C:3]1[CH:12]=[CH:11][C:10]([CH2:13][NH:14][S:15]([CH3:18])(=[O:17])=[O:16])=[CH:9][C:4]=1[C:5]([OH:7])=[O:6]. The catalyst class is: 1.